From a dataset of Experimentally validated miRNA-target interactions with 360,000+ pairs, plus equal number of negative samples. Binary Classification. Given a miRNA mature sequence and a target amino acid sequence, predict their likelihood of interaction. (1) The miRNA is mmu-miR-3060-3p with sequence CCAUAGCACAGAAGCACUCCCA. The protein sequence of the target gene is MESKEELAANNLNGENAQQENEGGEQAPTQNEEESRHLGGGEGQKPGGNIRRGRVRRLVPNFRWAIPNRHIEHNEARDDVERFVGQMMEIKRKTREQQMRHYMRFQTPEPDNHYDFCLIP. Result: 0 (no interaction). (2) The miRNA is hsa-miR-4755-3p with sequence AGCCAGGCUCUGAAGGGAAAGU. The protein sequence of the target gene is MASLGPAAAGEQASGAEAEPGPAGPPPPPSPSSLGPLLPLQREPLYNWQATKASLKERFAFLFNSELLSDVRFVLGKGRGAAAAGGPQRIPAHRFVLAAGSAVFDAMFNGGMATTSAEIELPDVEPAAFLALLRFLYSDEVQIGPETVMTTLYTAKKYAVPALEAHCVEFLTKHLRADNAFMLLTQARLFDEPQLASLCLDTIDKSTMDAISAEGFTDIDIDTLCAVLERDTLSIRESRLFGAVVRWAEAECQRQQLPVTFGNKQKVLGKALSLIRFPLMTIEEFAAGPAQSGILSDREV.... Result: 1 (interaction).